Dataset: Full USPTO retrosynthesis dataset with 1.9M reactions from patents (1976-2016). Task: Predict the reactants needed to synthesize the given product. (1) Given the product [Cl:1][C:2]1[CH:10]=[CH:9][C:8]([C:11]2[N:12]([C:22]([O:24][C:25]([CH3:28])([CH3:27])[CH3:26])=[O:23])[C:13]3[C:18]([CH:19]=2)=[CH:17][C:16]([CH2:20][NH:34][CH2:33][CH2:32][F:31])=[CH:15][CH:14]=3)=[C:7]2[C:3]=1[CH2:4][NH:5][C:6]2=[O:29], predict the reactants needed to synthesize it. The reactants are: [Cl:1][C:2]1[CH:10]=[CH:9][C:8]([C:11]2[N:12]([C:22]([O:24][C:25]([CH3:28])([CH3:27])[CH3:26])=[O:23])[C:13]3[C:18]([CH:19]=2)=[CH:17][C:16]([CH:20]=O)=[CH:15][CH:14]=3)=[C:7]2[C:3]=1[CH2:4][NH:5][C:6]2=[O:29].Cl.[F:31][CH2:32][CH2:33][NH2:34].C(O[BH-](OC(=O)C)OC(=O)C)(=O)C.[Na+]. (2) Given the product [CH3:24][C:23]1[CH:22]=[C:21]([CH3:25])[NH:20][C:19](=[O:26])[C:18]=1[CH2:17][NH:16][C:14]([C:4]1[C:5]2[CH:10]=[N:9][N:8]([CH:11]([CH3:13])[CH3:12])[C:6]=2[N:7]=[C:2]([C:29]2[CH:28]=[N:27][CH:32]=[CH:31][CH:30]=2)[CH:3]=1)=[O:15], predict the reactants needed to synthesize it. The reactants are: Cl[C:2]1[CH:3]=[C:4]([C:14]([NH:16][CH2:17][C:18]2[C:19](=[O:26])[NH:20][C:21]([CH3:25])=[CH:22][C:23]=2[CH3:24])=[O:15])[C:5]2[CH:10]=[N:9][N:8]([CH:11]([CH3:13])[CH3:12])[C:6]=2[N:7]=1.[N:27]1[CH:32]=[CH:31][CH:30]=[C:29](B(O)O)[CH:28]=1.C(=O)([O-])[O-].[Na+].[Na+]. (3) Given the product [Br:8][C:19]1[CH:18]=[CH:17][C:16]([O:20][CH2:21][C:22]2[CH:27]=[CH:26][CH:25]=[CH:24][CH:23]=2)=[CH:15][C:14]=1[CH:9]1[CH2:10][CH2:11][CH2:12][CH2:13]1, predict the reactants needed to synthesize it. The reactants are: C1C(=O)N([Br:8])C(=O)C1.[CH:9]1([C:14]2[CH:19]=[CH:18][CH:17]=[C:16]([O:20][CH2:21][C:22]3[CH:27]=[CH:26][CH:25]=[CH:24][CH:23]=3)[CH:15]=2)[CH2:13][CH2:12][CH2:11][CH2:10]1. (4) Given the product [F:27][C:28]1[CH:29]=[C:30]([C:31]([NH:1][CH2:2][CH:3]2[CH2:8][CH:7]([C:9]3[CH:14]=[CH:13][C:12]([C:15]([F:17])([F:16])[F:18])=[CH:11][CH:10]=3)[CH2:6][N:5]([C:19]([N:21]3[CH2:26][CH2:25][O:24][CH2:23][CH2:22]3)=[O:20])[CH2:4]2)=[O:32])[CH:34]=[CH:35][CH:36]=1, predict the reactants needed to synthesize it. The reactants are: [NH2:1][CH2:2][CH:3]1[CH2:8][CH:7]([C:9]2[CH:14]=[CH:13][C:12]([C:15]([F:18])([F:17])[F:16])=[CH:11][CH:10]=2)[CH2:6][N:5]([C:19]([N:21]2[CH2:26][CH2:25][O:24][CH2:23][CH2:22]2)=[O:20])[CH2:4]1.[F:27][C:28]1[CH:29]=[C:30]([CH:34]=[CH:35][CH:36]=1)[C:31](Cl)=[O:32].